From a dataset of Forward reaction prediction with 1.9M reactions from USPTO patents (1976-2016). Predict the product of the given reaction. Given the reactants [NH2:1][C:2]1[CH:7]=[CH:6][C:5]([Cl:8])=[CH:4][C:3]=1[C:9]([C:11]1[CH:12]=[N:13][CH:14]=[CH:15][CH:16]=1)=[O:10].[CH3:17][C:18]([C:25]1[CH:30]=[CH:29][C:28]([S:31](Cl)(=[O:33])=[O:32])=[CH:27][CH:26]=1)([C:20]1[O:21][CH:22]=[CH:23][N:24]=1)[CH3:19], predict the reaction product. The product is: [Cl:8][C:5]1[CH:6]=[CH:7][C:2]([NH:1][S:31]([C:28]2[CH:27]=[CH:26][C:25]([C:18]([CH3:19])([C:20]3[O:21][CH:22]=[CH:23][N:24]=3)[CH3:17])=[CH:30][CH:29]=2)(=[O:32])=[O:33])=[C:3]([C:9]([C:11]2[CH:12]=[N:13][CH:14]=[CH:15][CH:16]=2)=[O:10])[CH:4]=1.